This data is from Cav3 T-type calcium channel HTS with 100,875 compounds. The task is: Binary Classification. Given a drug SMILES string, predict its activity (active/inactive) in a high-throughput screening assay against a specified biological target. (1) The compound is S=C(N(CC1Oc2c(OC1)cccc2)CC)Nc1ccccc1. The result is 0 (inactive). (2) The compound is OC1=C(C(N(CCc2c3c([nH]c2)cccc3)C1=O)c1cc(O)ccc1)C(=O)C. The result is 0 (inactive).